This data is from Forward reaction prediction with 1.9M reactions from USPTO patents (1976-2016). The task is: Predict the product of the given reaction. (1) The product is: [CH2:3]([C:2]1[C:13]2[C:12](=[CH:17][CH:16]=[C:15]([C:18]([F:19])([F:20])[F:21])[CH:14]=2)[NH:5][CH:1]=1)[CH3:4]. Given the reactants [CH2:1]([N:5]([C:12]1[CH:17]=[CH:16][C:15]([C:18]([F:21])([F:20])[F:19])=[CH:14][C:13]=1I)C(=O)C(F)(F)F)[CH:2]=[CH:3][CH3:4], predict the reaction product. (2) Given the reactants CS([C:5]1[N:10]=[C:9]([N:11]2[CH2:15][CH2:14][CH2:13][CH2:12]2)[C:8]([C:16]2[CH:21]=[CH:20][C:19]([Cl:22])=[CH:18][CH:17]=2)=[C:7]([C:23]2[CH:28]=[CH:27][C:26]([Cl:29])=[CH:25][C:24]=2[Cl:30])[N:6]=1)(=O)=O.[F:31][C:32]1[CH:33]=[C:34]([OH:39])[CH:35]=[CH:36][C:37]=1[F:38], predict the reaction product. The product is: [F:31][C:32]1[CH:33]=[C:34]([CH:35]=[CH:36][C:37]=1[F:38])[O:39][C:5]1[N:10]=[C:9]([N:11]2[CH2:15][CH2:14][CH2:13][CH2:12]2)[C:8]([C:16]2[CH:21]=[CH:20][C:19]([Cl:22])=[CH:18][CH:17]=2)=[C:7]([C:23]2[CH:28]=[CH:27][C:26]([Cl:29])=[CH:25][C:24]=2[Cl:30])[N:6]=1. (3) Given the reactants N1C=CC=CC=1S(O)(=O)=O.[CH:11]([N:24]1[CH2:27][CH:26]([OH:28])[CH2:25]1)([C:18]1[CH:23]=[CH:22][CH:21]=[CH:20][CH:19]=1)[C:12]1[CH:17]=[CH:16][CH:15]=[CH:14][CH:13]=1, predict the reaction product. The product is: [CH:11]([N:24]1[CH2:27][C:26](=[O:28])[CH2:25]1)([C:18]1[CH:23]=[CH:22][CH:21]=[CH:20][CH:19]=1)[C:12]1[CH:13]=[CH:14][CH:15]=[CH:16][CH:17]=1. (4) Given the reactants [NH2:1][C@@H:2]([CH:5]1[CH2:10][CH2:9][N:8]([C:11]([O:13][C:14]([CH3:17])([CH3:16])[CH3:15])=[O:12])[CH2:7][CH2:6]1)[CH2:3][OH:4].C(N(CC)CC)C.[Cl:25][C:26]1[S:30][C:29]([S:31](Cl)(=[O:33])=[O:32])=[CH:28][CH:27]=1, predict the reaction product. The product is: [C:14]([O:13][C:11]([N:8]1[CH2:7][CH2:6][CH:5]([CH:2]([NH:1][S:31]([C:29]2[S:30][C:26]([Cl:25])=[CH:27][CH:28]=2)(=[O:33])=[O:32])[CH2:3][OH:4])[CH2:10][CH2:9]1)=[O:12])([CH3:17])([CH3:16])[CH3:15]. (5) Given the reactants [CH3:1][C:2]1([CH3:16])[C:6]([CH3:8])([CH3:7])[O:5][B:4]([C:9]2[CH:10]=[C:11]([OH:15])[CH:12]=[CH:13][CH:14]=2)[O:3]1.[H-].[Na+].Cl.Cl[CH2:21][C:22]1[CH:23]=[N:24][CH:25]=[CH:26][CH:27]=1, predict the reaction product. The product is: [CH3:8][C:6]1([CH3:7])[C:2]([CH3:16])([CH3:1])[O:3][B:4]([C:9]2[CH:10]=[C:11]([CH:12]=[CH:13][CH:14]=2)[O:15][CH2:21][C:22]2[CH:23]=[N:24][CH:25]=[CH:26][CH:27]=2)[O:5]1. (6) Given the reactants Br[C:2]1[CH:3]=[C:4]([Cl:11])[C:5]([CH2:8][C:9]#[N:10])=[N:6][CH:7]=1.[F:12][C:13]([F:20])([F:19])[C:14]1[CH:18]=[CH:17][NH:16][N:15]=1.C(=O)([O-])[O-].[K+].[K+].CN[C@@H]1CCCC[C@H]1NC, predict the reaction product. The product is: [Cl:11][C:4]1[C:5]([CH2:8][C:9]#[N:10])=[N:6][CH:7]=[C:2]([N:16]2[CH:17]=[CH:18][C:14]([C:13]([F:20])([F:19])[F:12])=[N:15]2)[CH:3]=1.